From a dataset of Full USPTO retrosynthesis dataset with 1.9M reactions from patents (1976-2016). Predict the reactants needed to synthesize the given product. (1) Given the product [CH3:30][CH:31]1[CH2:22][CH2:18][N:14]2[C:15]3[CH:16]=[CH:17][C:9]([S:6]([N:1]4[CH2:5][CH2:4][CH2:3][CH2:2]4)(=[O:8])=[O:7])=[CH:10][C:11]=3[C:12]3([O:28][CH2:27][CH2:26][CH2:25][O:24]3)[C:13]2=[N:29]1, predict the reactants needed to synthesize it. The reactants are: [N:1]1([S:6]([C:9]2[CH:10]=[C:11]3[C:15](=[CH:16][CH:17]=2)[N:14]([CH:18]([CH3:22])C(N)C)[C:13](=O)[C:12]23[O:28][CH2:27][CH2:26][CH2:25][O:24]2)(=[O:8])=[O:7])[CH2:5][CH2:4][CH2:3][CH2:2]1.[NH3:29].[CH3:30][CH2:31]O. (2) Given the product [N+:1]([C:4]1[CH:17]=[CH:16][CH:15]=[CH:14][C:5]=1[NH:6][C:7]1[CH:8]=[CH:9][C:10]([NH:13][C:19]2[S:20][CH:21]=[CH:22][N:23]=2)=[CH:11][CH:12]=1)([O-:3])=[O:2], predict the reactants needed to synthesize it. The reactants are: [N+:1]([C:4]1[CH:17]=[CH:16][CH:15]=[CH:14][C:5]=1[NH:6][C:7]1[CH:12]=[CH:11][C:10]([NH2:13])=[CH:9][CH:8]=1)([O-:3])=[O:2].Br[C:19]1[S:20][CH:21]=[CH:22][N:23]=1.C(=O)([O-])[O-].[K+].[K+].